Predict the product of the given reaction. From a dataset of Forward reaction prediction with 1.9M reactions from USPTO patents (1976-2016). (1) Given the reactants [NH2:1][C@H:2]1[CH2:7][CH2:6][C@H:5]([N:8]([CH2:21][CH3:22])[C:9]2[C:10]([CH3:20])=[C:11]([CH:16]=[C:17]([Cl:19])[CH:18]=2)[C:12]([O:14][CH3:15])=[O:13])[CH2:4][CH2:3]1.[N:23]1[CH:28]=[CH:27][CH:26]=[C:25]([C:29](=O)[CH3:30])[CH:24]=1.C([BH3-])#N.[Na+], predict the reaction product. The product is: [Cl:19][C:17]1[CH:18]=[C:9]([N:8]([CH2:21][CH3:22])[C@H:5]2[CH2:6][CH2:7][C@H:2]([NH:1][CH:29]([C:25]3[CH:24]=[N:23][CH:28]=[CH:27][CH:26]=3)[CH3:30])[CH2:3][CH2:4]2)[C:10]([CH3:20])=[C:11]([CH:16]=1)[C:12]([O:14][CH3:15])=[O:13]. (2) Given the reactants [I-].C([N+]1(C)[CH2:14][CH2:13][C:12](=[O:15])[CH2:11][CH2:10]1)C1C=CC=CC=1.[F:17][C:18]1[CH:23]=[CH:22][C:21]([C:24]2([NH2:27])[CH2:26][CH2:25]2)=[CH:20][CH:19]=1.C([O-])([O-])=O.[K+].[K+], predict the reaction product. The product is: [F:17][C:18]1[CH:19]=[CH:20][C:21]([C:24]2([N:27]3[CH2:14][CH2:13][C:12](=[O:15])[CH2:11][CH2:10]3)[CH2:25][CH2:26]2)=[CH:22][CH:23]=1.